This data is from Catalyst prediction with 721,799 reactions and 888 catalyst types from USPTO. The task is: Predict which catalyst facilitates the given reaction. (1) Reactant: [Br:1][C:2]1[CH:9]=[C:6](C=O)[C:5]([OH:10])=[CH:4][CH:3]=1.CO[CH:13]([O:16][CH3:17])[O:14][CH3:15].CC1C=CC(S(O)(=O)=O)=CC=1.O.C(=O)([O-])[O-].[K+].[K+].C(=O)([O-])O.[Na+]. Product: [Br:1][C:2]1[CH:9]=[CH:6][C:5]([OH:10])=[C:4]([CH:13]([O:14][CH3:15])[O:16][CH3:17])[CH:3]=1. The catalyst class is: 430. (2) Reactant: [NH2:1][C@H:2]1[CH2:6][N:5]([C:7]([O:9][C:10]([CH3:13])([CH3:12])[CH3:11])=[O:8])[C@@H:4]([CH2:14][O:15][CH2:16][CH3:17])[CH2:3]1.CCN(C(C)C)C(C)C.[Br:27][C:28]1[CH:33]=[CH:32][C:31]([Br:34])=[CH:30][C:29]=1[S:35](Cl)(=[O:37])=[O:36]. Product: [Br:27][C:28]1[CH:33]=[CH:32][C:31]([Br:34])=[CH:30][C:29]=1[S:35]([NH:1][C@H:2]1[CH2:6][N:5]([C:7]([O:9][C:10]([CH3:11])([CH3:12])[CH3:13])=[O:8])[C@@H:4]([CH2:14][O:15][CH2:16][CH3:17])[CH2:3]1)(=[O:37])=[O:36]. The catalyst class is: 2. (3) The catalyst class is: 3. Product: [Cl:1][C:2]1[CH:24]=[CH:23][C:5]([CH2:6][N:7]2[C:15]3[C:14](=[O:16])[N:13]([CH2:26][CH2:27][C:28]4([OH:31])[CH2:30][CH2:29]4)[C:12](=[O:17])[N:11]([CH3:18])[C:10]=3[N:9]=[C:8]2[S:19][CH2:20][CH2:21][CH3:22])=[CH:4][CH:3]=1. Reactant: [Cl:1][C:2]1[CH:24]=[CH:23][C:5]([CH2:6][N:7]2[C:15]3[C:14](=[O:16])[NH:13][C:12](=[O:17])[N:11]([CH3:18])[C:10]=3[N:9]=[C:8]2[S:19][CH2:20][CH2:21][CH3:22])=[CH:4][CH:3]=1.Br[CH2:26][CH2:27][C:28]1([OH:31])[CH2:30][CH2:29]1.C(=O)([O-])[O-].[K+].[K+]. (4) Reactant: Cl.[Br:2][C:3]1[CH:8]=[C:7]([N+:9]([O-])=O)[CH:6]=[C:5]([C:12]([F:15])([F:14])[F:13])[C:4]=1[NH2:16]. Product: [Br:2][C:3]1[CH:8]=[C:7]([NH2:9])[CH:6]=[C:5]([C:12]([F:15])([F:14])[F:13])[C:4]=1[NH2:16]. The catalyst class is: 772. (5) Reactant: [N:1]1([CH2:6][CH2:7][CH2:8][NH2:9])[CH:5]=[CH:4][N:3]=[CH:2]1.[NH:10]1[C:18]2[C:13](=[CH:14][C:15]([CH:19]=O)=[CH:16][CH:17]=2)[CH:12]=[CH:11]1.C[Si]([N:25]=[N+:26]=[N-:27])(C)C.[Cl:28][C:29]1[CH:34]=[CH:33][C:32]([CH2:35][N+:36]#[C-:37])=[CH:31][CH:30]=1. Product: [Cl:28][C:29]1[CH:34]=[CH:33][C:32]([CH2:35][N:36]2[C:37]([CH:19]([NH:9][CH2:8][CH2:7][CH2:6][N:1]3[CH:5]=[CH:4][N:3]=[CH:2]3)[C:15]3[CH:14]=[C:13]4[C:18](=[CH:17][CH:16]=3)[NH:10][CH:11]=[CH:12]4)=[N:27][N:26]=[N:25]2)=[CH:31][CH:30]=1. The catalyst class is: 5. (6) The catalyst class is: 237. Product: [S:13]1[C:12]2[C:11](=[N:10][CH:9]=[CH:5][C:6]=2[OH:8])[CH:15]=[CH:14]1. Reactant: CC1(C)O[C:6](=[O:8])[C:5](=[CH:9][NH:10][C:11]2[CH:15]=[CH:14][S:13][CH:12]=2)C(=O)O1.C1(OC2C=CC=CC=2)C=CC=CC=1.